Dataset: Experimentally validated miRNA-target interactions with 360,000+ pairs, plus equal number of negative samples. Task: Binary Classification. Given a miRNA mature sequence and a target amino acid sequence, predict their likelihood of interaction. (1) The miRNA is hsa-miR-618 with sequence AAACUCUACUUGUCCUUCUGAGU. The protein sequence of the target gene is MGAASCEDEELEFKLVFGEEKEPPPLGPGGPGEELDSEDTPPCCRLALGEPLPYGAAPIGIPRPPPPRPGMHSPPPRPAPSPGTWESQPARSVRLGGPGGNAGGAGGGRVLECPSIRITSISPTPDPPTSLEDTSETWGDGSPRDYPPPEGFGGYREAGGQGGGAFFSPSPGSSSLSSWSFFSDASDEAALYAACDEVESELNEAASRFGLSSPLPSPRASPRPWTPEDPWSLYGPSSGGRAPEDSWLLLSAPGPVPASPRPASPCGKRRYSSSGTPSSASPALSRRGSLGEEGPEPPPP.... Result: 0 (no interaction). (2) The miRNA is hsa-miR-548x-5p with sequence UGCAAAAGUAAUUGCAGUUUUUG. The protein sequence of the target gene is MADPESPWSQIGRKIKLEGLSDVASISTKLQNTLIQYHSIKEDEWRVAKKVKDVTVWRKPSEEFNGYLYKAQGVMDDVVNNVIDHIRPGPWRLDWDRLMTSLDVLEHFEENCCVMRYTTAGQLLNIISPREFVDFSYTVGYEEGLLSCGVSVEWSETRPEFVRGYNHPCGWFCVPLKDSPSQSLLTGYIQTDLRGMIPQSAVDTAMASTLANFYSDLRKGLRKA. Result: 0 (no interaction). (3) The miRNA is hsa-miR-4671-5p with sequence ACCGAAGACUGUGCGCUAAUCU. The protein sequence of the target gene is MSLCGTRANAKMMAAYNGGTSAAAAGHHHHHHHHLPHLPPPHLHHHHHPQHHLHPGSAAAVHPVQQHTSSAAAAAAAAAAAAAMLNPGQQQPYFPSPAPGQAPGPAAAAPAQVQAAAAATVKAHHHQHSHHPQQQLDIEPDRPIGYGAFGVVWSVTDPRDGKRVALKKMPNVFQNLVSCKRVFRELKMLCFFKHDNVLSALDILQPPHIDYFEEIYVVTELMQSDLHKIIVSPQPLSSDHVKVFLYQILRGLKYLHSAGILHRDIKPGNLLVNSNCVLKICDFGLARVEELDESRHMTQE.... Result: 0 (no interaction). (4) The miRNA is hsa-miR-3664-3p with sequence UCUCAGGAGUAAAGACAGAGUU. The protein sequence of the target gene is MAASRNGFEAVEAEGSAGCRGSSGMEVVLPLDPAVPAPLCPHGPTLLFVKVTQGKEETRRFYACSACRDRKDCNFFQWEDEKLSGARLAAREAHNRRCQPPLSRTQCVERYLKFIELPLTQRKFCQTCQQLLLPDDWGQHSEHQVLGNVSITQLRRPSQLLYPLENKKTNAQYLFADRSCQFLVDLLSALGFRRVLCVGTPRLHELIKLTASGDKKSNIKSLLLDIDFRYSQFYMEDSFCHYNMFNHHFFDGKTALEVCRAFLQEDKGEGIIMVTDPPFGGLVEPLAITFKKLIAMWKEG.... Result: 1 (interaction). (5) The miRNA is hsa-miR-510-3p with sequence AUUGAAACCUCUAAGAGUGGA. The protein sequence of the target gene is MADPRVRQIKIKTGVVKRLVKEKVMYEKEAKQQEEKIEKMRAEDGENYDIKKQAEILQESRMMIPDCQRRLEAAYLDLQRILENEKDLEEAEEYKEARLVLDSVKLEA. Result: 1 (interaction). (6) The miRNA is rno-miR-135a-5p with sequence UAUGGCUUUUUAUUCCUAUGUGA. The protein sequence of the target gene is MAAAADSFSGGPAGVRLPRSPPLKVLAEQLRRDAEGGPGAWRLSRAAAGRGPLDLAAVWMQGRVVMADRGEARLRDPSGDFSVRGLERVPRGRPCLVPGKYVMVMGVVQACSPEPCLQAVKMTDLSDNPIHESMWELEVEDLHRNIP. Result: 0 (no interaction).